Regression. Given a target protein amino acid sequence and a drug SMILES string, predict the binding affinity score between them. We predict pIC50 (pIC50 = -log10(IC50 in M); higher means more potent). Dataset: bindingdb_ic50. From a dataset of Drug-target binding data from BindingDB using IC50 measurements. (1) The small molecule is Cc1nc2cc(OC[C@H](O)CN3CCN(CC(=O)Nc4cccc5ncccc45)CC3)ccc2s1. The target protein (P07872) has sequence MNPDLRKERASATFNPELITHILDGSPENTRRRREIENLILNDPDFQHEDYNFLTRSQRYEVAVKKSATMVKKMREYGISDPEEIMWFKKLYLANFVEPVGLNYSMFIPTLLNQGTTAQQEKWMRPSQELQIIGTYAQTEMGHGTHLRGLETTATYDPKTQEFILNSPTVTSIKWWPGGLGKTSNHAIVLAQLITQGECYGLHAFVVPIREIGTHKPLPGITVGDIGPKFGYEEMDNGYLKMDNYRIPRENMLMKYAQVKPDGTYVKPLSNKLTYGTMVFVRSFLVGNAAQSLSKACTIAIRYSAVRRQSEIKQSEPEPQILDFQTQQYKLFPLLATAYAFHFVGRYMKETYLRINESIGQGDLSELPELHALTAGLKAFTTWTANAGIEECRMACGGHGYSHSSGIPNIYVTFTPACTFEGENTVMMLQTARFLMKIYDQVRSGKLVGGMVSYLNDLPSQRIQPQQVAVWPTMVDINSLEGLTEAYKLRAARLVEIAAK.... The pIC50 is 5.3. (2) The drug is CN[C@@H](C)C(=O)N[C@H]1CN(C(=O)Nc2ccc(-c3ccc(NC(=O)N4CC[C@H]5CC[C@@H](C(=O)NC(c6ccccc6)c6ccccc6)N5C(=O)[C@@H](NC(=O)[C@H](C)NC)C4)c(C)c3)cc2C)CC[C@H]2CCC(C(=O)NC(c3ccccc3)c3ccccc3)N2C1=O. The target protein (Q13489) has sequence MNIVENSIFLSNLMKSANTFELKYDLSCELYRMSTYSTFPAGVPVSERSLARAGFYYTGVNDKVKCFCCGLMLDNWKRGDSPTEKHKKLYPSCRFVQSLNSVNNLEATSQPTFPSSVTNSTHSLLPGTENSGYFRGSYSNSPSNPVNSRANQDFSALMRSSYHCAMNNENARLLTFQTWPLTFLSPTDLAKAGFYYIGPGDRVACFACGGKLSNWEPKDNAMSEHLRHFPKCPFIENQLQDTSRYTVSNLSMQTHAARFKTFFNWPSSVLVNPEQLASAGFYYVGNSDDVKCFCCDGGLRCWESGDDPWVQHAKWFPRCEYLIRIKGQEFIRQVQASYPHLLEQLLSTSDSPGDENAESSIIHFEPGEDHSEDAIMMNTPVINAAVEMGFSRSLVKQTVQRKILATGENYRLVNDLVLDLLNAEDEIREEERERATEEKESNDLLLIRKNRMALFQHLTCVIPILDSLLTAGIINEQEHDVIKQKTQTSLQARELIDTIL.... The pIC50 is 6.5. (3) The small molecule is Cn1c(=O)c2c(-c3cccc(C#N)c3)n3c(c2n(C)c1=O)C(c1nc(Cl)cs1)OC(CO)C3. The target protein sequence is WTTPILKKGYRQHLELSDVYQAPSSDSADHLSEQLEREWDREQASKKNPKLIHALRRCFFWRFIFYGILLYLGEVTKAVQPLLLGRIIASYDPDNKVERSIAIYLGIGLCLLFIVRTLLLHPAIFGLHRIGMQMRIAMFSLIYKKTLKLSSRVLDKISIGQLVSLLSNNLNKFDEGLALAHFVWIAPLQVALLMGLLWELLQFSAFCGLGLLIILVFFQAILGKMMVKYRVELKLTKKAAYTRFLTSSAFFFSGFFVVLLAVLPYTVLNGIILRKIFTTISFCIVLRMAVTRQLPTAVQTWYDSIGMITKVQDFLQYQEYKILEYNLMTTDVTMENVSAFWEEGFGELLEKVQLNNDDRKLSNDDDNPSLGHICFLENPVLKNISFKVEKGEMLAITGSTGAGKDISKFAEKDNTILGEGGVTLSGGQRARISLARAVYKDADVYLLDSPFGYLDVLTEEQIFENCVCKLMANKTRILVTSKMEHLKKADKILILHEGSS.... The pIC50 is 8.1. (4) The compound is O=P(O)(O)C(O)(Cn1ccnc1)P(=O)(O)O. The target protein sequence is MNLEKINELTAQDMAGVNAAILEQLNSDVQLINQLGYYIVSGGGKRIRPMIAVLAARAVGYEGNAHVTIAALIEFIHTATLLHDDVVDESDMRRGKATANAAFGNAASVLVGDFIYTRAFQMMTSLGSLKVLEVMSEAVNVIAEGEVLQLMNVNDPDITEENYMRVIYSKTARLFEAAAQCSGILAGCTPEEEKGLQDYGRYLGTAFQLIDDLLDYNADGEQLGKNVGDDLNEGKPTLPLLHAMHHGTPEQAQMIRTAIEQGNGRHLLEPVLEAMNACGSLEWTRQRAEEEADKAIAALQVLPDTPWREALIGLAHIAVQRDR. The pIC50 is 6.7. (5) The small molecule is NCCOB(c1ccccc1)c1ccc(COCc2ccc(B(OCCN)c3ccccc3)cc2)cc1. The target protein (O75608) has sequence MCGNNMSTPLPAIVPAARKATAAVIFLHGLGDTGHGWAEAFAGIRSSHIKYICPHAPVRPVTLNMNVAMPSWFDIIGLSPDSQEDESGIKQAAENIKALIDQEVKNGIPSNRIILGGFSQGGALSLYTALTTQQKLAGVTALSCWLPLRASFPQGPIGGANRDISILQCHGDCDPLVPLMFGSLTVEKLKTLVNPANVTFKTYEGMMHSSCQQEMMDVKQFIDKLLPPID. The pIC50 is 5.6. (6) The drug is CCCCOc1nc(N)c2ncn(Cc3c(F)ccc(C)c3F)c2n1. The target protein (Q836J0) has sequence MSNQEAIGLIDSGVGGLTVLKEALKQLPNERLIYLGDTARCPYGPRPAEQVVQFTWEMADFLLKKRIKMLVIACNTATAVALEEIKAALPIPVVGVILPGARAAVKVTKNNKIGVIGTLGTIKSASYEIAIKSKAPTIEVTSLDCPKFVPIVESNQYRSSVAKKIVAETLQALQLKGLDTLILGCTHYPLLRPVIQNVMGSHVTLIDSGAETVGEVSMLLDYFDIAHTPEAPTQPHEFYTTGSAKMFEEIASSWLGIENLKAQQIHLGGNEND. The pIC50 is 5.0. (7) The small molecule is [NH2+]=c1ccn(Cc2ccc(Cc3ccc(Cn4ccc(=[NH2+])c5ccccc54)cc3)cc2)c2ccccc12. The target protein (P70604) has sequence MSSCRYNGGVMRPLSNLSSSRRNLHEMDSEAQPLQPPASVVGGGGGASSPSAAAAASSSAPEIVVSKPEHNNSNNLALYGTGGGGSTGGGGGGGGGGGGSGHGSSSGTKSSKKKNQNIGYKLGHRRALFEKRKRLSDYALIFGMFGIVVMVIETELSWGAYDKASLYSLALKCLISLSTIILLGLIIVYHAREIQLFMVDNGADDWRIAMTYERIFFICLEILVCAIHPIPGNYTFTWTARLAFSYAPSTTTADVDIILSIPMFLRLYLIARVMLLHSKLFTDASSRSIGALNKINFNTRFVMKTLMTICPGTVLLVFSISLWIIAAWTVRACERYHDQQDVTSNFLGAMWLISITFLSIGYGDMVPNTYCGKGVCLLTGIMGAGCTALVVAVVARKLELTKAEKHVHNFMMDTQLTKRVKNAAANVLRETWLIYKNTKLVKKIDHAKVRKHQRKFLQAIHQLRSVKMEQRKLNDQANTLVDLAKTQNIMYDMISDLNER.... The pIC50 is 6.3. (8) The compound is O=C(O)c1cnc(C(=O)CCCCCCc2ccccc2)o1. The target protein (Q6PIU2) has sequence MRSSCVLLTALVALAAYYVYIPLPGSVSDPWKLMLLDATFRGAQQVSNLIHYLGLSHHLLALNFIIVSFGKKSAWSSAQVKVTDTDFDGVEVRVFEGPPKPEEPLKRSVVYIHGGGWALASAKIRYYDELCTAMAEELNAVIVSIEYRLVPKVYFPEQIHDVVRATKYFLKPEVLQKYMVDPGRICISGDSAGGNLAAALGQQFTQDASLKNKLKLQALIYPVLQALDFNTPSYQQNVNTPILPRYVMVKYWVDYFKGNYDFVQAMIVNNHTSLDVEEAAAVRARLNWTSLLPASFTKNYKPVVQTTGNARIVQELPQLLDARSAPLIADQAVLQLLPKTYILTCEHDVLRDDGIMYAKRLESAGVEVTLDHFEDGFHGCMIFTSWPTNFSVGIRTRNSYIKWLDQNL. The pIC50 is 4.0. (9) The compound is NC(=O)CNCc1ccc(OCc2cccc(F)c2)cc1. The target protein (P19643) has sequence MSNKCDVIVVGGGISGMAAAKLLHDCGLSVVVLEARDRVGGRTYTIRNKNVKYVDLGGSYVGPTQNRILRLAKELGLETYKVNEVERLIHFVKGKSYAFRGPFPPVWNPITYLDYNNLWRTMDEMGQEIPSDAPWKAPLAEEWDYMTMKELLDKICWTNSTKQIATLFVNLCVTAETHEVSALWFLWYVKQCGGTTRIISTTNGGQERKFIGGSGQVSERIKDILGDRVKLERPVIHIDQTGENVVVKTLNHEIYEAKYVISAIPPVLGMKIHHSPPLPILRNQLITRVPLGSVIKCMVYYKEPFWRKKDFCGTMVIEGEEAPIAYTLDDTKPDGSCAAIMGFILAHKARKLVRLTKEERLRKLCELYAKVLNSQEALQPVHYEEKNWCEEQYSGGCYTAYFPPGILTQYGRVLRQPVGKIFFAGTETASHWSGYMEGAVEAGERAAREILHAIGKIPEDEIWQPEPESVDVPARPITNTFLERHLPSVPGLLKLLGLTT.... The pIC50 is 5.7.